Dataset: Reaction yield outcomes from USPTO patents with 853,638 reactions. Task: Predict the reaction yield, written as a fraction of the theoretical maximum amount of product (1.0 means a 100% yield; for example, 0.34 means a 34% yield). (1) The reactants are Br[C:2]1[CH:7]=[C:6]([CH3:8])[CH:5]=[CH:4][C:3]=1[O:9][CH3:10].[CH:11]1[C:23]2[NH:22][C:21]3[C:16](=[CH:17][CH:18]=[CH:19][CH:20]=3)[C:15]=2[CH:14]=[CH:13][CH:12]=1.[O-]P([O-])([O-])=O.[K+].[K+].[K+].N[C@@H]1CCCC[C@H]1N. The catalyst is O1CCOCC1.[Cu]I. The product is [CH3:10][O:9][C:3]1[CH:4]=[CH:5][C:6]([CH3:8])=[CH:7][C:2]=1[N:22]1[C:23]2[CH:11]=[CH:12][CH:13]=[CH:14][C:15]=2[C:16]2[C:21]1=[CH:20][CH:19]=[CH:18][CH:17]=2. The yield is 0.450. (2) The catalyst is N1C=CC=CC=1. The product is [CH2:19]([O:18][C:17]1[CH:16]=[CH:15][C:14]([C@@H:26]([OH:45])[CH2:27][NH:28][C:29]([CH3:44])([CH3:43])[CH2:30][CH2:31][N:32]2[CH:36]=[C:35]([C:37]3[CH:38]=[CH:39][CH:40]=[CH:41][CH:42]=3)[N:34]=[CH:33]2)=[CH:13][C:12]=1[NH:11][S:7]([C:1]1[CH:6]=[CH:5][CH:4]=[CH:3][CH:2]=1)(=[O:9])=[O:8])[C:20]1[CH:25]=[CH:24][CH:23]=[CH:22][CH:21]=1. The yield is 0.990. The reactants are [C:1]1([S:7](Cl)(=[O:9])=[O:8])[CH:6]=[CH:5][CH:4]=[CH:3][CH:2]=1.[NH2:11][C:12]1[CH:13]=[C:14]([C@@H:26]([OH:45])[CH2:27][NH:28][C:29]([CH3:44])([CH3:43])[CH2:30][CH2:31][N:32]2[CH:36]=[C:35]([C:37]3[CH:42]=[CH:41][CH:40]=[CH:39][CH:38]=3)[N:34]=[CH:33]2)[CH:15]=[CH:16][C:17]=1[O:18][CH2:19][C:20]1[CH:25]=[CH:24][CH:23]=[CH:22][CH:21]=1. (3) The yield is 0.860. The product is [ClH:35].[CH:10]1[C:11]2[CH:12]([CH2:14][O:15][C:16]([NH:18][CH:19]([CH2:27][C:28]3[CH:29]=[N:30][C:31]([Br:34])=[CH:32][CH:33]=3)[C:20]([OH:22])=[O:21])=[O:17])[C:13]3[C:5](=[CH:4][CH:3]=[CH:2][CH:1]=3)[C:6]=2[CH:7]=[CH:8][CH:9]=1. The catalyst is C(O)(C(F)(F)F)=O. The reactants are [CH:1]1[C:13]2[CH:12]([CH2:14][O:15][C:16]([NH:18][C@@H:19]([CH2:27][C:28]3[CH:29]=[N:30][C:31]([Br:34])=[CH:32][CH:33]=3)[C:20]([O:22]C(C)(C)C)=[O:21])=[O:17])[C:11]3[C:6](=[CH:7][CH:8]=[CH:9][CH:10]=3)[C:5]=2[CH:4]=[CH:3][CH:2]=1.[Cl-:35].[Ca+2].[Cl-]. (4) The reactants are [C:1]([C:5]1[CH:33]=[CH:32][C:8]([C:9]([NH:11][C@@H:12]([CH2:16][C:17]2[CH:22]=[CH:21][C:20](B3OC(C)(C)C(C)(C)O3)=[CH:19][CH:18]=2)[C:13]([O-:15])=[O:14])=[O:10])=[CH:7][CH:6]=1)([CH3:4])([CH3:3])[CH3:2].[Br:34][C:35]1[CH:36]=[N:37][C:38](I)=[N:39][CH:40]=1. The catalyst is C(#N)C.C1COCC1.O. The product is [Br:34][C:35]1[CH:36]=[N:37][C:38]([C:20]2[CH:19]=[CH:18][C:17]([CH2:16][C@H:12]([NH:11][C:9](=[O:10])[C:8]3[CH:32]=[CH:33][C:5]([C:1]([CH3:3])([CH3:2])[CH3:4])=[CH:6][CH:7]=3)[C:13]([O:15][C:1]([CH3:4])([CH3:3])[CH3:2])=[O:14])=[CH:22][CH:21]=2)=[N:39][CH:40]=1. The yield is 0.580. (5) The reactants are [F:1][C:2]1[C:7]2[N:8]=[CH:9][S:10][C:6]=2[CH:5]=[C:4]([C:11]([NH:13][O:14][CH2:15][CH2:16][O:17]C=C)=[O:12])[C:3]=1[NH:20][C:21]1[CH:26]=[CH:25][C:24]([I:27])=[CH:23][C:22]=1[F:28].Cl.C([O-])(O)=O.[Na+]. The catalyst is C(Cl)Cl. The product is [F:1][C:2]1[C:7]2[N:8]=[CH:9][S:10][C:6]=2[CH:5]=[C:4]([C:11]([NH:13][O:14][CH2:15][CH2:16][OH:17])=[O:12])[C:3]=1[NH:20][C:21]1[CH:26]=[CH:25][C:24]([I:27])=[CH:23][C:22]=1[F:28]. The yield is 0.759. (6) The reactants are [F:1][C:2]1(F)[CH2:6][NH:5][C@@H:4]([C:7]([O:9][CH3:10])=[O:8])[CH2:3]1. The catalyst is C1COCC1.[O-2].[O-2].[Mn+4]. The product is [F:1][C:2]1[CH:3]=[C:4]([C:7]([O:9][CH3:10])=[O:8])[NH:5][CH:6]=1. The yield is 0.560.